This data is from Reaction yield outcomes from USPTO patents with 853,638 reactions. The task is: Predict the reaction yield, written as a fraction of the theoretical maximum amount of product (1.0 means a 100% yield; for example, 0.34 means a 34% yield). (1) The reactants are [CH3:1][CH2:2][CH2:3][CH2:4][N:5]1[CH:10]([C:11]([NH:13][C:14]2[C:15]([CH3:21])=[CH:16][CH:17]=[CH:18][C:19]=2[CH3:20])=[O:12])[CH2:9][CH2:8][CH2:7][CH2:6]1.[C:22]([OH:41])(=[O:40])[CH2:23][CH2:24][CH2:25][CH2:26][CH2:27][CH2:28][CH2:29]/[CH:30]=[CH:31]\[CH2:32]/[CH:33]=[CH:34]\[CH2:35][CH2:36][CH2:37][CH2:38][CH3:39]. The catalyst is C1COCC1. The product is [C:22]([O-:41])(=[O:40])[CH2:23][CH2:24][CH2:25][CH2:26]/[CH:27]=[CH:28]\[CH2:29]/[CH:30]=[CH:31]\[CH2:32]/[CH:33]=[CH:34]\[CH2:35][CH2:36][CH2:37][CH2:38][CH3:39].[CH2:4]([NH+:5]1[CH2:6][CH2:7][CH2:8][CH2:9][CH:10]1[C:11](=[O:12])[NH:13][C:14]1[C:19]([CH3:20])=[CH:18][CH:17]=[CH:16][C:15]=1[CH3:21])[CH2:3][CH2:2][CH3:1]. The yield is 1.00. (2) The reactants are [C:1]([C@H:4]1[CH2:9][CH2:8][C@H:7]([CH2:10][N:11]2[CH2:19][C:18]3[C:13](=[C:14]([F:21])[C:15]([OH:20])=[CH:16][CH:17]=3)[C:12]2=[O:22])[CH2:6][CH2:5]1)(=O)[CH3:2].[NH:23]1[CH2:28][CH2:27][O:26][CH2:25][CH2:24]1.C(O)(=O)C.[BH-](OC(C)=O)(OC(C)=O)OC(C)=O.[Na+]. The catalyst is ClCCCl.C1COCC1. The product is [F:21][C:14]1[C:15]([OH:20])=[CH:16][CH:17]=[C:18]2[C:13]=1[C:12](=[O:22])[N:11]([CH2:10][C@H:7]1[CH2:8][CH2:9][C@H:4]([CH:1]([N:23]3[CH2:28][CH2:27][O:26][CH2:25][CH2:24]3)[CH3:2])[CH2:5][CH2:6]1)[CH2:19]2. The yield is 0.490. (3) The product is [Si:6]([O:5][CH2:4][CH2:3][CH2:2][O:33][C:30]1[CH:31]=[CH:32][N:27]([C:23]2[S:22][C:21]([C:19]([NH:18][CH2:17][C:16]3[CH:35]=[CH:36][CH:37]=[C:14]([F:13])[CH:15]=3)=[O:20])=[C:25]([CH3:26])[CH:24]=2)[C:28](=[O:34])[CH:29]=1)([C:9]([CH3:12])([CH3:11])[CH3:10])([CH3:8])[CH3:7]. The yield is 1.00. The reactants are Br[CH2:2][CH2:3][CH2:4][O:5][Si:6]([C:9]([CH3:12])([CH3:11])[CH3:10])([CH3:8])[CH3:7].[F:13][C:14]1[CH:15]=[C:16]([CH:35]=[CH:36][CH:37]=1)[CH2:17][NH:18][C:19]([C:21]1[S:22][C:23]([N:27]2[CH:32]=[CH:31][C:30]([OH:33])=[CH:29][C:28]2=[O:34])=[CH:24][C:25]=1[CH3:26])=[O:20]. No catalyst specified. (4) The reactants are CS(O)(=O)=O.[NH2:6][CH2:7][C:8]1[CH:9]=[C:10]2[C:14](=[CH:15][CH:16]=1)[C:13](=[O:17])[N:12]([CH:18]1[CH2:23][CH2:22][C:21](=[O:24])[NH:20][C:19]1=[O:25])[CH2:11]2.C1N=CN([C:31](N2C=NC=C2)=[O:32])C=1.[NH:38]1[C:42]2[CH:43]=[CH:44][CH:45]=[CH:46][C:41]=2[N:40]=[C:39]1[C:47]1[CH:48]=[C:49]([NH2:54])[CH:50]=[CH:51][C:52]=1[Cl:53].O. The catalyst is CN(C=O)C.CCOCC. The product is [NH:38]1[C:42]2[CH:43]=[CH:44][CH:45]=[CH:46][C:41]=2[N:40]=[C:39]1[C:47]1[CH:48]=[C:49]([NH:54][C:31]([NH:6][CH2:7][C:8]2[CH:9]=[C:10]3[C:14](=[CH:15][CH:16]=2)[C:13](=[O:17])[N:12]([CH:18]2[CH2:23][CH2:22][C:21](=[O:24])[NH:20][C:19]2=[O:25])[CH2:11]3)=[O:32])[CH:50]=[CH:51][C:52]=1[Cl:53]. The yield is 0.220. (5) The reactants are [CH3:1][O:2][C:3]1[N:8]=[CH:7][C:6](B(O)O)=[CH:5][CH:4]=1.I[C:13]1[C@@:17]2([CH3:32])[CH2:18][CH2:19][C@H:20]3[C@H:29]([C@@H:16]2[CH2:15][CH:14]=1)[CH2:28][CH:27]=[C:26]1[C@:21]3([CH3:31])[CH2:22][CH2:23][C:24](=[O:30])[NH:25]1. The product is [CH3:1][O:2][C:3]1[N:8]=[CH:7][C:6]([C:13]2[C@@:17]3([CH3:32])[CH2:18][CH2:19][C@H:20]4[C@H:29]([C@@H:16]3[CH2:15][CH:14]=2)[CH2:28][CH:27]=[C:26]2[C@:21]4([CH3:31])[CH2:22][CH2:23][C:24](=[O:30])[NH:25]2)=[CH:5][CH:4]=1. The yield is 0.0300. The catalyst is O1CCOCC1.C1C=CC(P(C2C=CC=CC=2)[C-]2C=CC=C2)=CC=1.C1C=CC(P(C2C=CC=CC=2)[C-]2C=CC=C2)=CC=1.Cl[Pd]Cl.[Fe+2]. (6) The reactants are [NH2:1][C:2]1[CH:3]=[C:4]([CH:20]=[CH:21][C:22]=1[NH2:23])[O:5][CH2:6][CH:7]1[CH2:12][CH2:11][N:10]([C:13]([O:15][C:16]([CH3:19])([CH3:18])[CH3:17])=[O:14])[CH2:9][CH2:8]1.O.[N:25]#[C:26][Br:27]. The catalyst is C(#N)C. The product is [BrH:27].[NH2:25][C:26]1[NH:23][C:22]2[CH:21]=[CH:20][C:4]([O:5][CH2:6][CH:7]3[CH2:12][CH2:11][N:10]([C:13]([O:15][C:16]([CH3:19])([CH3:17])[CH3:18])=[O:14])[CH2:9][CH2:8]3)=[CH:3][C:2]=2[N:1]=1. The yield is 1.00. (7) The reactants are [CH:1]1([C:7]#[N:8])[CH2:6][CH2:5][CH2:4][CH2:3][CH2:2]1.[ClH:9].[CH2:10]([OH:12])[CH3:11]. No catalyst specified. The product is [ClH:9].[CH:1]1([C:7](=[NH:8])[O:12][CH2:10][CH3:11])[CH2:6][CH2:5][CH2:4][CH2:3][CH2:2]1. The yield is 1.00. (8) The reactants are [H-].[Na+].[O:3]=[C:4]([CH3:11])[CH2:5][C:6]([O:8][CH2:9][CH3:10])=[O:7].[Li]CCCC.[CH3:17][C:18]([C:21]1[CH:32]=[CH:31][C:24]([C:25](N(C)OC)=[O:26])=[CH:23][CH:22]=1)([CH3:20])[CH3:19]. The catalyst is C1COCC1. The product is [CH3:20][C:18]([C:21]1[CH:22]=[CH:23][C:24]([C:25](=[O:26])[CH2:11][C:4](=[O:3])[CH2:5][C:6]([O:8][CH2:9][CH3:10])=[O:7])=[CH:31][CH:32]=1)([CH3:17])[CH3:19]. The yield is 1.00. (9) The reactants are [CH3:1][O:2][C:3]1[CH:8]=[CH:7][C:6]([C:9]2([C:12]([OH:14])=[O:13])[CH2:11][CH2:10]2)=[CH:5][CH:4]=1.O.[C:16]1(C)C=CC(S(O)(=O)=O)=CC=1. The catalyst is CO. The product is [CH3:16][O:13][C:12]([C:9]1([C:6]2[CH:5]=[CH:4][C:3]([O:2][CH3:1])=[CH:8][CH:7]=2)[CH2:10][CH2:11]1)=[O:14]. The yield is 0.990.